This data is from Peptide-MHC class I binding affinity with 185,985 pairs from IEDB/IMGT. The task is: Regression. Given a peptide amino acid sequence and an MHC pseudo amino acid sequence, predict their binding affinity value. This is MHC class I binding data. (1) The MHC is HLA-A30:02 with pseudo-sequence HLA-A30:02. The binding affinity (normalized) is 0. The peptide sequence is PTPVNIIGRNL. (2) The peptide sequence is RTRGGVAAA. The MHC is HLA-B18:01 with pseudo-sequence HLA-B18:01. The binding affinity (normalized) is 0.0847. (3) The peptide sequence is CFPSTQRDY. The MHC is HLA-A11:01 with pseudo-sequence HLA-A11:01. The binding affinity (normalized) is 0.277.